Dataset: Reaction yield outcomes from USPTO patents with 853,638 reactions. Task: Predict the reaction yield, written as a fraction of the theoretical maximum amount of product (1.0 means a 100% yield; for example, 0.34 means a 34% yield). (1) The reactants are O.C1(C)C=CC(S(O)(=O)=O)=CC=1.[CH3:13][C:14]1[CH:19]=[CH:18][C:17]([C:20]([CH3:22])=O)=[CH:16][CH:15]=1.[C:23]1([C@@H:29]([NH2:31])[CH3:30])[CH:28]=[CH:27][CH:26]=[CH:25][CH:24]=1. The catalyst is C1(C)C=CC=CC=1. The product is [C:23]1([C:29](=[N:31][C@H:20]([C:17]2[CH:18]=[CH:19][C:14]([CH3:13])=[CH:15][CH:16]=2)[CH3:22])[CH3:30])[CH:28]=[CH:27][CH:26]=[CH:25][CH:24]=1. The yield is 0.890. (2) The reactants are [OH-].[Na+:2].C[O:4][C:5]([CH:7]1[CH2:12][CH2:11][CH:10]([NH:13][C:14]2[N:19]=[C:18]([N:20]3[C:28]4[C:23](=[C:24]([O:29][CH2:30][CH2:31][CH2:32][S:33]([CH3:36])(=[O:35])=[O:34])[CH:25]=[CH:26][CH:27]=4)[CH:22]=[CH:21]3)[CH:17]=[CH:16][N:15]=2)[CH2:9][CH2:8]1)=[O:6]. The catalyst is O.CC(O)C. The product is [CH3:36][S:33]([CH2:32][CH2:31][CH2:30][O:29][C:24]1[CH:25]=[CH:26][CH:27]=[C:28]2[C:23]=1[CH:22]=[CH:21][N:20]2[C:18]1[CH:17]=[CH:16][N:15]=[C:14]([NH:13][CH:10]2[CH2:11][CH2:12][CH:7]([C:5]([O-:6])=[O:4])[CH2:8][CH2:9]2)[N:19]=1)(=[O:35])=[O:34].[Na+:2]. The yield is 0.969. (3) The reactants are [NH:1]1[C:5]2([CH2:10][CH2:9][O:8][CH2:7][CH2:6]2)[CH2:4][CH2:3][CH:2]1[C:11]([O:13][CH2:14][CH3:15])=[O:12].[CH3:16][O:17][C:18]([NH:20][C@H:21]([C:25](Cl)=[O:26])[CH:22]([CH3:24])[CH3:23])=[O:19]. The catalyst is ClCCl.[Ag]C#N. The product is [CH3:16][O:17][C:18]([NH:20][C@H:21]([C:25]([N:1]1[C:5]2([CH2:6][CH2:7][O:8][CH2:9][CH2:10]2)[CH2:4][CH2:3][CH:2]1[C:11]([O:13][CH2:14][CH3:15])=[O:12])=[O:26])[CH:22]([CH3:23])[CH3:24])=[O:19]. The yield is 0.200.